This data is from Reaction yield outcomes from USPTO patents with 853,638 reactions. The task is: Predict the reaction yield, written as a fraction of the theoretical maximum amount of product (1.0 means a 100% yield; for example, 0.34 means a 34% yield). (1) The reactants are [C:1]([OH:5])(=O)[CH:2]=[CH2:3].[Cl:6][C:7]1[CH:15]=[C:14]2[C:10]([C:11]([NH:16][CH:17]3[CH2:22][CH2:21][NH:20][CH2:19][CH2:18]3)=[N:12][NH:13]2)=[CH:9][C:8]=1[C:23]1[CH:28]=[CH:27][CH:26]=[CH:25][C:24]=1[Cl:29].C1C=CC2N(O)N=NC=2C=1.CCN=C=NCCCN(C)C. The catalyst is CN(C=O)C. The product is [Cl:6][C:7]1[CH:15]=[C:14]2[C:10]([C:11]([NH:16][CH:17]3[CH2:22][CH2:21][N:20]([C:1](=[O:5])[CH:2]=[CH2:3])[CH2:19][CH2:18]3)=[N:12][NH:13]2)=[CH:9][C:8]=1[C:23]1[CH:28]=[CH:27][CH:26]=[CH:25][C:24]=1[Cl:29]. The yield is 0.0300. (2) The reactants are Cl[C:2]1[C:11]2[C:6](=[CH:7][CH:8]=[C:9]([F:12])[CH:10]=2)[C:5]([O:13][CH3:14])=[CH:4][N:3]=1.[F-:15].[Cs+]. The catalyst is CS(C)=O.O. The product is [F:15][C:2]1[C:11]2[C:6](=[CH:7][CH:8]=[C:9]([F:12])[CH:10]=2)[C:5]([O:13][CH3:14])=[CH:4][N:3]=1. The yield is 0.490. (3) The reactants are [OH-].[Na+].[CH3:3][O:4][C:5]1[CH:10]=[CH:9][CH:8]=[CH:7][C:6]=1[C:11]1[O:15][N:14]=[C:13]([CH2:16][CH2:17][CH2:18][CH2:19][C:20]([O:22]C)=[O:21])[N:12]=1. The catalyst is CO. The product is [CH3:3][O:4][C:5]1[CH:10]=[CH:9][CH:8]=[CH:7][C:6]=1[C:11]1[O:15][N:14]=[C:13]([CH2:16][CH2:17][CH2:18][CH2:19][C:20]([OH:22])=[O:21])[N:12]=1. The yield is 0.720. (4) The catalyst is CN(C=O)C. The product is [Cl:1][C:2]1[CH:7]=[CH:6][C:5]([C@@H:8]2[CH2:12][N:11]([C:13]3[CH:18]=[CH:17][C:16](=[O:19])[N:15]([CH3:24])[N:14]=3)[CH2:10][C@H:9]2[C:20]([O:22][CH3:23])=[O:21])=[CH:4][CH:3]=1. The reactants are [Cl:1][C:2]1[CH:7]=[CH:6][C:5]([C@@H:8]2[CH2:12][N:11]([C:13]3[CH:18]=[CH:17][C:16](=[O:19])[NH:15][N:14]=3)[CH2:10][C@H:9]2[C:20]([O:22][CH3:23])=[O:21])=[CH:4][CH:3]=1.[C:24]([O-])([O-])=O.[Cs+].[Cs+].CI. The yield is 0.700.